Task: Predict the reactants needed to synthesize the given product.. Dataset: Full USPTO retrosynthesis dataset with 1.9M reactions from patents (1976-2016) (1) Given the product [NH2:10][C:9]1[C:4]([NH:3][CH2:1][CH3:2])=[CH:5][C:6]([O:13][C:14]2[CH:15]=[C:16]([NH:20][C:21](=[O:27])[O:22][C:23]([CH3:24])([CH3:25])[CH3:26])[CH:17]=[CH:18][CH:19]=2)=[N:7][CH:8]=1, predict the reactants needed to synthesize it. The reactants are: [CH2:1]([NH:3][C:4]1[C:9]([N+:10]([O-])=O)=[CH:8][N:7]=[C:6]([O:13][C:14]2[CH:15]=[C:16]([NH:20][C:21](=[O:27])[O:22][C:23]([CH3:26])([CH3:25])[CH3:24])[CH:17]=[CH:18][CH:19]=2)[CH:5]=1)[CH3:2]. (2) Given the product [Br:1][C:2]1[CH:10]=[CH:9][C:5]([C:6]([NH:20][C:16]2[CH:15]=[C:14]([C:13]([F:21])([F:12])[F:22])[CH:19]=[CH:18][N:17]=2)=[O:8])=[CH:4][C:3]=1[F:11], predict the reactants needed to synthesize it. The reactants are: [Br:1][C:2]1[CH:10]=[CH:9][C:5]([C:6]([OH:8])=O)=[CH:4][C:3]=1[F:11].[F:12][C:13]([F:22])([F:21])[C:14]1[CH:19]=[CH:18][N:17]=[C:16]([NH2:20])[CH:15]=1.CN(C(ON1N=NC2C=CC=NC1=2)=[N+](C)C)C.F[P-](F)(F)(F)(F)F. (3) Given the product [NH2:43][CH2:42][CH2:41][CH2:40][CH2:39][CH2:38][CH2:37][NH:36][C:20](=[O:22])[C@@H:19]([NH:18][C:16]([NH:59][C:56]1[CH:55]=[CH:54][C:53]([O:52][CH2:45][C:46]2[CH:47]=[CH:48][CH:49]=[CH:50][CH:51]=2)=[CH:58][CH:57]=1)=[O:17])[CH2:23][C:24]1[CH:25]=[CH:26][CH:27]=[CH:28][CH:29]=1, predict the reactants needed to synthesize it. The reactants are: C1C2C(CO[C:16]([NH:18][C@@H:19]([CH2:23][C:24]3[CH:29]=[CH:28][CH:27]=[CH:26][CH:25]=3)[C:20]([OH:22])=O)=[O:17])C3C(=CC=CC=3)C=2C=CC=1.C(OC(=O)[NH:36][CH2:37][CH2:38][CH2:39][CH2:40][CH2:41][CH2:42][NH2:43])(C)(C)C.[CH2:45]([O:52][C:53]1[CH:58]=[CH:57][C:56]([N:59]=C=O)=[CH:55][CH:54]=1)[C:46]1[CH:51]=[CH:50][CH:49]=[CH:48][CH:47]=1. (4) Given the product [C:1]([O:5][C:6]([N:8]1[CH2:12][C@H:11]([O:13][CH2:14][C:15]2[CH:16]=[CH:17][CH:18]=[CH:19][CH:20]=2)[CH2:10][C@@H:9]1[C@H:21]1[O:36][C:38]([CH3:39])([CH3:37])[N:32]([C:33](=[O:35])[CH3:34])[C@H:22]1[CH2:23][C:24]1[CH:29]=[C:28]([F:30])[CH:27]=[C:26]([F:31])[CH:25]=1)=[O:7])([CH3:4])([CH3:2])[CH3:3], predict the reactants needed to synthesize it. The reactants are: [C:1]([O:5][C:6]([N:8]1[CH2:12][C@H:11]([O:13][CH2:14][C:15]2[CH:20]=[CH:19][CH:18]=[CH:17][CH:16]=2)[CH2:10][C@@H:9]1[C@@H:21]([OH:36])[C@@H:22]([NH:32][C:33](=[O:35])[CH3:34])[CH2:23][C:24]1[CH:29]=[C:28]([F:30])[CH:27]=[C:26]([F:31])[CH:25]=1)=[O:7])([CH3:4])([CH3:3])[CH3:2].[CH3:37][C:38]1C=CC(S([O-])(=O)=O)=C[CH:39]=1.C1C=C[NH+]=CC=1.COC(C)C. (5) Given the product [CH3:1][O:2][C:3]1[CH:11]=[CH:10][CH:9]=[C:8]2[C:4]=1[C:5]([CH:12]=[C:19]1[C:20](=[O:21])[O:22][C:15]([CH3:23])([CH3:14])[O:16][C:17]1=[O:18])=[CH:6][NH:7]2, predict the reactants needed to synthesize it. The reactants are: [CH3:1][O:2][C:3]1[CH:11]=[CH:10][CH:9]=[C:8]2[C:4]=1[C:5]([CH:12]=O)=[CH:6][NH:7]2.[CH3:14][C:15]1([CH3:23])[O:22][C:20](=[O:21])[CH2:19][C:17](=[O:18])[O:16]1.N1CCCCC1.C(O)(=O)C. (6) Given the product [CH3:1][O:2][C:3](=[O:16])[C:4]1[CH:9]=[C:8]([F:10])[CH:7]=[C:6]([N+:11]([O-:13])=[O:12])[C:5]=1[CH2:14][N:22]=[N+:23]=[N-:24], predict the reactants needed to synthesize it. The reactants are: [CH3:1][O:2][C:3](=[O:16])[C:4]1[CH:9]=[C:8]([F:10])[CH:7]=[C:6]([N+:11]([O-:13])=[O:12])[C:5]=1[CH2:14]Br.CN(C)C=O.[N-:22]=[N+:23]=[N-:24].[Na+]. (7) Given the product [F:13][C:14]1[CH:19]=[CH:18][C:17]([CH2:20][CH2:21][N:3]2[C:4]([C:9]([F:10])([F:12])[F:11])=[CH:5][C:6]([C:7]#[N:8])=[C:2]2[CH3:1])=[CH:16][CH:15]=1, predict the reactants needed to synthesize it. The reactants are: [CH3:1][C:2]1[NH:3][C:4]([C:9]([F:12])([F:11])[F:10])=[CH:5][C:6]=1[C:7]#[N:8].[F:13][C:14]1[CH:19]=[CH:18][C:17]([CH2:20][CH2:21]O)=[CH:16][CH:15]=1.C(C=C1CCP(C)C1(C)C)#N. (8) Given the product [F:20][C:17]1[CH:18]=[CH:19][C:12]([O:11][C:10]2[CH:9]=[C:8]3[C:7](=[CH:22][CH:21]=2)[N:1]([CH2:3][CH2:4][OH:5])[N:2]=[CH:23]3)=[C:13]([CH:16]=1)[C:14]#[N:15], predict the reactants needed to synthesize it. The reactants are: [NH:1]([CH2:3][CH2:4][OH:5])[NH2:2].Br[C:7]1[CH:22]=[CH:21][C:10]([O:11][C:12]2[CH:19]=[CH:18][C:17]([F:20])=[CH:16][C:13]=2[C:14]#[N:15])=[CH:9][C:8]=1[CH:23]=O.FC1C=CC=C(C=1)C#N.C(=O)([O-])[O-].[K+].[K+].